Dataset: Forward reaction prediction with 1.9M reactions from USPTO patents (1976-2016). Task: Predict the product of the given reaction. (1) Given the reactants [CH:1]([NH2:4])([CH3:3])[CH3:2].[C:5]1([P:11]([CH2:14]O)[CH2:12]O)[CH:10]=[CH:9][CH:8]=[CH:7][CH:6]=1, predict the reaction product. The product is: [C:5]1([P:11]([CH2:14][NH:4][CH:1]([CH3:3])[CH3:2])[CH2:12][NH:4][CH:1]([CH3:3])[CH3:2])[CH:10]=[CH:9][CH:8]=[CH:7][CH:6]=1. (2) Given the reactants [CH:1]1([C:6]2([C:19]([OH:21])=O)[CH2:18][CH:9]3[CH2:10][N:11]([C:13](=[O:17])[N:14]([CH3:16])[CH3:15])[CH2:12][CH:8]3[CH2:7]2)[CH2:5][CH2:4][CH2:3][CH2:2]1.C(N(CC)CC)C.ClC(OCC)=O.[N-:35]=[N+:36]=[N-:37].[Na+], predict the reaction product. The product is: [CH:1]1([C:6]2([C:19]([N:35]=[N+:36]=[N-:37])=[O:21])[CH2:18][CH:9]3[CH2:10][N:11]([C:13](=[O:17])[N:14]([CH3:15])[CH3:16])[CH2:12][CH:8]3[CH2:7]2)[CH2:2][CH2:3][CH2:4][CH2:5]1. (3) Given the reactants CN(C1C=CC=CC=1[CH:10]([C:15](=[O:27])[CH:16]=[CH:17][C:18]1[CH:23]=[C:22](F)[CH:21]=[CH:20][C:19]=1OC)[C:11](=[O:14])[CH:12]=C)C.C(CC(=O)C)(=O)C.[CH3:35][N:36](C)[C:37]1C=CC(C=O)=CC=1.B(OCCCC)(OCCCC)OCCCC.C(N)CCC.Cl, predict the reaction product. The product is: [CH3:35][N:36]([CH3:37])[C:21]1[CH:20]=[CH:19][C:18]([CH:17]=[CH:16][C:15](=[O:27])[CH:10]=[C:11]([OH:14])[CH3:12])=[CH:23][CH:22]=1. (4) Given the reactants Cl[C:2]1[N:6]([CH3:7])[C:5]2[C:8]([CH:13]([CH2:16][CH3:17])[CH2:14][CH3:15])=[CH:9][CH:10]=[C:11]([Cl:12])[C:4]=2[N:3]=1.[Cl:18][C:19]1[CH:24]=[C:23]([Cl:25])[CH:22]=[C:21]([CH2:26][N:27]2[CH2:31][CH2:30][CH2:29][CH2:28]2)[C:20]=1[OH:32].C(=O)([O-])[O-].[K+].[K+].CN(C)C=O, predict the reaction product. The product is: [Cl:12][C:11]1[C:4]2[N:3]=[C:2]([O:32][C:20]3[C:21]([CH2:26][N:27]4[CH2:28][CH2:29][CH2:30][CH2:31]4)=[CH:22][C:23]([Cl:25])=[CH:24][C:19]=3[Cl:18])[N:6]([CH3:7])[C:5]=2[C:8]([CH:13]([CH2:16][CH3:17])[CH2:14][CH3:15])=[CH:9][CH:10]=1. (5) The product is: [F:46][C:47]1[CH:48]=[C:49]([CH:90]=[CH:91][CH:92]=1)[CH2:50][N:51]1[CH:55]=[C:54]([C:56]2[C:64]3[C:59](=[N:60][CH:61]=[C:62]([C:65]4[CH:66]=[CH:67][C:68]([N:71]5[CH2:72][CH2:73][N:74]([CH2:77][CH2:78][OH:79])[CH2:75][CH2:76]5)=[CH:69][CH:70]=4)[CH:63]=3)[NH:58][CH:57]=2)[CH:53]=[N:52]1. Given the reactants Cl.FC1C=C(C=CC=1)CN1C=C(C2C3C(=NC=C(C4C=CC(C5CCNCC5)=CC=4)C=3)N(S(C3C=CC(C)=CC=3)(=O)=O)C=2)C=N1.[F:46][C:47]1[CH:48]=[C:49]([CH:90]=[CH:91][CH:92]=1)[CH2:50][N:51]1[CH:55]=[C:54]([C:56]2[C:64]3[C:59](=[N:60][CH:61]=[C:62]([C:65]4[CH:70]=[CH:69][C:68]([N:71]5[CH2:76][CH2:75][N:74]([CH2:77][CH2:78][OH:79])[CH2:73][CH2:72]5)=[CH:67][CH:66]=4)[CH:63]=3)[N:58](S(C3C=CC(C)=CC=3)(=O)=O)[CH:57]=2)[CH:53]=[N:52]1.[OH-].[Li+], predict the reaction product. (6) Given the reactants [Br:1][C:2]1[CH:7]=[CH:6][C:5](I)=[CH:4][CH:3]=1.C([Mg]Cl)(C)C.[O:14]1[CH2:19][CH2:18][CH:17]([CH:20]=[O:21])[CH2:16][CH2:15]1, predict the reaction product. The product is: [Br:1][C:2]1[CH:7]=[CH:6][C:5]([CH:20]([CH:17]2[CH2:18][CH2:19][O:14][CH2:15][CH2:16]2)[OH:21])=[CH:4][CH:3]=1.